Dataset: Peptide-MHC class II binding affinity with 134,281 pairs from IEDB. Task: Regression. Given a peptide amino acid sequence and an MHC pseudo amino acid sequence, predict their binding affinity value. This is MHC class II binding data. (1) The peptide sequence is IDEPTAAAIAYGLDR. The MHC is HLA-DQA10501-DQB10301 with pseudo-sequence HLA-DQA10501-DQB10301. The binding affinity (normalized) is 0.599. (2) The peptide sequence is PELKPGESRHTSDHM. The MHC is HLA-DPA10103-DPB10301 with pseudo-sequence HLA-DPA10103-DPB10301. The binding affinity (normalized) is 0. (3) The binding affinity (normalized) is 0. The MHC is H-2-IAb with pseudo-sequence H-2-IAb. The peptide sequence is ILSHVKFNFGDFYSE.